Dataset: NCI-60 drug combinations with 297,098 pairs across 59 cell lines. Task: Regression. Given two drug SMILES strings and cell line genomic features, predict the synergy score measuring deviation from expected non-interaction effect. (1) Drug 1: C1=NC(=NC(=O)N1C2C(C(C(O2)CO)O)O)N. Drug 2: CC1CCCC2(C(O2)CC(NC(=O)CC(C(C(=O)C(C1O)C)(C)C)O)C(=CC3=CSC(=N3)C)C)C. Cell line: UACC-257. Synergy scores: CSS=27.0, Synergy_ZIP=-0.196, Synergy_Bliss=1.08, Synergy_Loewe=-5.70, Synergy_HSA=1.44. (2) Drug 1: COC1=C(C=C2C(=C1)N=CN=C2NC3=CC(=C(C=C3)F)Cl)OCCCN4CCOCC4. Drug 2: C1C(C(OC1N2C=NC(=NC2=O)N)CO)O. Cell line: A549. Synergy scores: CSS=21.9, Synergy_ZIP=-5.52, Synergy_Bliss=-2.28, Synergy_Loewe=-3.57, Synergy_HSA=-0.953. (3) Drug 1: C1=CC=C(C(=C1)C(C2=CC=C(C=C2)Cl)C(Cl)Cl)Cl. Drug 2: C1CN(P(=O)(OC1)NCCCl)CCCl. Cell line: CAKI-1. Synergy scores: CSS=0.00500, Synergy_ZIP=-0.115, Synergy_Bliss=-2.59, Synergy_Loewe=-5.06, Synergy_HSA=-3.17. (4) Drug 1: C1=NC2=C(N1)C(=S)N=C(N2)N. Drug 2: CC12CCC3C(C1CCC2OP(=O)(O)O)CCC4=C3C=CC(=C4)OC(=O)N(CCCl)CCCl.[Na+]. Cell line: OVCAR3. Synergy scores: CSS=60.8, Synergy_ZIP=-0.850, Synergy_Bliss=-2.99, Synergy_Loewe=-5.29, Synergy_HSA=-1.50. (5) Drug 1: CC1=C(C=C(C=C1)NC2=NC=CC(=N2)N(C)C3=CC4=NN(C(=C4C=C3)C)C)S(=O)(=O)N.Cl. Synergy scores: CSS=1.46, Synergy_ZIP=2.37, Synergy_Bliss=4.52, Synergy_Loewe=3.58, Synergy_HSA=1.12. Cell line: NCI-H322M. Drug 2: C1=NC2=C(N=C(N=C2N1C3C(C(C(O3)CO)O)O)F)N. (6) Drug 2: CC1=C(C=C(C=C1)NC(=O)C2=CC=C(C=C2)CN3CCN(CC3)C)NC4=NC=CC(=N4)C5=CN=CC=C5. Cell line: RXF 393. Synergy scores: CSS=16.7, Synergy_ZIP=-7.63, Synergy_Bliss=-3.84, Synergy_Loewe=-1.01, Synergy_HSA=-0.972. Drug 1: CCC1(CC2CC(C3=C(CCN(C2)C1)C4=CC=CC=C4N3)(C5=C(C=C6C(=C5)C78CCN9C7C(C=CC9)(C(C(C8N6C=O)(C(=O)OC)O)OC(=O)C)CC)OC)C(=O)OC)O.OS(=O)(=O)O. (7) Drug 1: CC=C1C(=O)NC(C(=O)OC2CC(=O)NC(C(=O)NC(CSSCCC=C2)C(=O)N1)C(C)C)C(C)C. Drug 2: C1C(C(OC1N2C=NC(=NC2=O)N)CO)O. Cell line: MCF7. Synergy scores: CSS=28.7, Synergy_ZIP=-1.88, Synergy_Bliss=0.527, Synergy_Loewe=2.62, Synergy_HSA=3.06. (8) Drug 1: C1=CC(=C2C(=C1NCCNCCO)C(=O)C3=C(C=CC(=C3C2=O)O)O)NCCNCCO. Drug 2: COCCOC1=C(C=C2C(=C1)C(=NC=N2)NC3=CC=CC(=C3)C#C)OCCOC.Cl. Cell line: CAKI-1. Synergy scores: CSS=61.7, Synergy_ZIP=0.645, Synergy_Bliss=1.45, Synergy_Loewe=2.98, Synergy_HSA=7.41. (9) Drug 1: C1CN1C2=NC(=NC(=N2)N3CC3)N4CC4. Drug 2: CCC1(CC2CC(C3=C(CCN(C2)C1)C4=CC=CC=C4N3)(C5=C(C=C6C(=C5)C78CCN9C7C(C=CC9)(C(C(C8N6C)(C(=O)OC)O)OC(=O)C)CC)OC)C(=O)OC)O.OS(=O)(=O)O. Cell line: HCT116. Synergy scores: CSS=39.3, Synergy_ZIP=8.10, Synergy_Bliss=5.92, Synergy_Loewe=2.22, Synergy_HSA=2.78.